Dataset: Reaction yield outcomes from USPTO patents with 853,638 reactions. Task: Predict the reaction yield, written as a fraction of the theoretical maximum amount of product (1.0 means a 100% yield; for example, 0.34 means a 34% yield). The reactants are [CH:1]1[C:10]2[CH2:9][CH2:8][CH2:7][CH2:6][C:5]=2[CH:4]=[CH:3][C:2]=1[O:11][CH2:12][CH2:13][O:14][C:15]1[CH:30]=[CH:29][C:18]([CH2:19][CH:20]([C:25]([O:27]C)=[O:26])[C:21]([O:23][CH3:24])=[O:22])=[CH:17][CH:16]=1.[OH-].[Na+]. The catalyst is CO.O1CCCC1. The product is [CH3:24][O:23][C:21]([CH:20]([CH2:19][C:18]1[CH:29]=[CH:30][C:15]([O:14][CH2:13][CH2:12][O:11][C:2]2[CH:3]=[CH:4][C:5]3[CH2:6][CH2:7][CH2:8][CH2:9][C:10]=3[CH:1]=2)=[CH:16][CH:17]=1)[C:25]([OH:27])=[O:26])=[O:22]. The yield is 0.900.